From a dataset of Forward reaction prediction with 1.9M reactions from USPTO patents (1976-2016). Predict the product of the given reaction. Given the reactants [CH3:1][C:2]1[C:7]2[N:8]=[C:9]([NH2:11])[S:10][C:6]=2[CH:5]=[CH:4][CH:3]=1.C(N=C=NCCCN(C)C)C.ON1C2C=CC=CC=2N=N1.[CH3:33][O:34][C:35]1[CH:45]=[CH:44][C:43](/[CH:46]=[CH:47]/[C:48](=[O:61])[C:49]2[CH:54]=[C:53]([O:55][CH3:56])[C:52]([O:57][CH3:58])=[C:51]([O:59][CH3:60])[CH:50]=2)=[CH:42][C:36]=1[O:37][CH2:38][C:39](O)=[O:40], predict the reaction product. The product is: [CH3:1][C:2]1[C:7]2[N:8]=[C:9]([NH:11][C:39](=[O:40])[CH2:38][O:37][C:36]3[CH:42]=[C:43](/[CH:46]=[CH:47]/[C:48](=[O:61])[C:49]4[CH:50]=[C:51]([O:59][CH3:60])[C:52]([O:57][CH3:58])=[C:53]([O:55][CH3:56])[CH:54]=4)[CH:44]=[CH:45][C:35]=3[O:34][CH3:33])[S:10][C:6]=2[CH:5]=[CH:4][CH:3]=1.